This data is from Reaction yield outcomes from USPTO patents with 853,638 reactions. The task is: Predict the reaction yield, written as a fraction of the theoretical maximum amount of product (1.0 means a 100% yield; for example, 0.34 means a 34% yield). The reactants are [Br:1][C:2]1[CH:7]=[CH:6][C:5]([C:8]2[CH:13]=[CH:12][C:11]([Br:14])=[CH:10][C:9]=2[N+:15]([O-])=O)=[C:4]([N+:18]([O-])=O)[CH:3]=1.Cl.[Sn].[OH-].[Na+]. The catalyst is C(O)C. The product is [Br:1][C:2]1[CH:3]=[C:4]([NH2:18])[C:5]([C:8]2[C:9]([NH2:15])=[CH:10][C:11]([Br:14])=[CH:12][CH:13]=2)=[CH:6][CH:7]=1. The yield is 0.720.